This data is from Forward reaction prediction with 1.9M reactions from USPTO patents (1976-2016). The task is: Predict the product of the given reaction. Given the reactants [CH3:1][C:2]1[CH:10]=[CH:9][CH:8]=[C:7]([CH3:11])[C:3]=1[C:4]([OH:6])=O.C1C=CC2N(O)N=NC=2C=1.CN1CCOCC1.[O:29]1[C:33]2([CH2:38][CH2:37][NH:36][CH2:35][CH2:34]2)[O:32][CH2:31][CH2:30]1, predict the reaction product. The product is: [CH3:11][C:7]1[CH:8]=[CH:9][CH:10]=[C:2]([CH3:1])[C:3]=1[C:4]([N:36]1[CH2:37][CH2:38][C:33]2([O:32][CH2:31][CH2:30][O:29]2)[CH2:34][CH2:35]1)=[O:6].